Dataset: Peptide-MHC class I binding affinity with 185,985 pairs from IEDB/IMGT. Task: Regression. Given a peptide amino acid sequence and an MHC pseudo amino acid sequence, predict their binding affinity value. This is MHC class I binding data. (1) The peptide sequence is KTRMEDYYL. The MHC is HLA-B57:01 with pseudo-sequence HLA-B57:01. The binding affinity (normalized) is 0.536. (2) The peptide sequence is GGEGGGNSSW. The MHC is Mamu-B17 with pseudo-sequence Mamu-B17. The binding affinity (normalized) is 0. (3) The peptide sequence is RPALVVDTP. The MHC is HLA-A02:03 with pseudo-sequence HLA-A02:03. The binding affinity (normalized) is 0.0847. (4) The peptide sequence is EPFKYAAAF. The MHC is Mamu-A2201 with pseudo-sequence Mamu-A2201. The binding affinity (normalized) is 0.610. (5) The peptide sequence is CLTFGRETVI. The MHC is Patr-A0301 with pseudo-sequence Patr-A0301. The binding affinity (normalized) is 0.00964.